From a dataset of Forward reaction prediction with 1.9M reactions from USPTO patents (1976-2016). Predict the product of the given reaction. (1) Given the reactants [Si:1](Cl)(C(C)(C)C)([CH3:3])[CH3:2].N1[CH:13]=[CH:12][N:11]=[CH:10]1.N1C=[CH:18][C:17]([CH2:20]O)=[CH:16]C=1.C([O:24][CH2:25][CH3:26])C.[CH3:27]N(C=O)C, predict the reaction product. The product is: [C:17]([CH:25]([O:24][SiH:1]([CH3:3])[CH3:2])[C:26]1[CH:27]=[CH:10][N:11]=[CH:12][CH:13]=1)([CH3:20])([CH3:18])[CH3:16]. (2) Given the reactants B(Br)(Br)[Br:2].[C:5]1([CH:11](O)[CH2:12][CH2:13][CH2:14][CH2:15][OH:16])[CH:10]=[CH:9][CH:8]=[CH:7][CH:6]=1, predict the reaction product. The product is: [Br:2][CH:11]([C:5]1[CH:10]=[CH:9][CH:8]=[CH:7][CH:6]=1)[CH2:12][CH2:13][CH2:14][CH2:15][OH:16]. (3) Given the reactants [Cl:1][C:2]1[CH:7]=[CH:6][C:5]([S:8]([NH:11][C:12]2[C:13]([C:19](=[O:30])[C:20]3[C:25]([N+:26]([O-])=O)=[CH:24][CH:23]=[CH:22][C:21]=3[Cl:29])=[N:14][CH:15]=[C:16]([Cl:18])[CH:17]=2)(=[O:10])=[O:9])=[CH:4][C:3]=1[C:31]([F:34])([F:33])[F:32], predict the reaction product. The product is: [NH2:26][C:25]1[CH:24]=[CH:23][CH:22]=[C:21]([Cl:29])[C:20]=1[C:19]([C:13]1[C:12]([NH:11][S:8]([C:5]2[CH:6]=[CH:7][C:2]([Cl:1])=[C:3]([C:31]([F:34])([F:33])[F:32])[CH:4]=2)(=[O:10])=[O:9])=[CH:17][C:16]([Cl:18])=[CH:15][N:14]=1)=[O:30]. (4) Given the reactants [Na].[CH:2]([CH:4]([CH2:7][C:8]#[N:9])[C:5]#[N:6])=O.[C:10]([NH2:14])([CH3:13])([CH3:12])[CH3:11].[OH-].[K+], predict the reaction product. The product is: [NH2:9][C:8]1[N:14]([C:10]([CH3:13])([CH3:12])[CH3:11])[CH:2]=[C:4]([C:5]#[N:6])[CH:7]=1. (5) Given the reactants [O:1]1[CH:5]=[CH:4][CH:3]=[C:2]1[C:6]1[O:7][C:8]([CH3:27])=[C:9]([CH2:11][O:12][C:13]2[CH:18]=[CH:17][C:16]([CH2:19][C:20]([O:22]CC)=[O:21])=[CH:15][C:14]=2[O:25][CH3:26])[N:10]=1.Cl, predict the reaction product. The product is: [O:1]1[CH:5]=[CH:4][CH:3]=[C:2]1[C:6]1[O:7][C:8]([CH3:27])=[C:9]([CH2:11][O:12][C:13]2[CH:18]=[CH:17][C:16]([CH2:19][C:20]([OH:22])=[O:21])=[CH:15][C:14]=2[O:25][CH3:26])[N:10]=1. (6) The product is: [OH:17][C:13]1[CH:12]=[C:11]2[C:16](=[CH:15][CH:14]=1)[N:8]([C:4]1[CH:5]=[CH:6][CH:7]=[C:2]([I:1])[CH:3]=1)[N:9]=[C:10]2[C:19]([NH2:21])=[O:20]. Given the reactants [I:1][C:2]1[CH:3]=[C:4]([N:8]2[C:16]3[C:11](=[CH:12][C:13]([O:17]C)=[CH:14][CH:15]=3)[C:10]([C:19]([NH2:21])=[O:20])=[N:9]2)[CH:5]=[CH:6][CH:7]=1.B(Br)(Br)Br, predict the reaction product. (7) The product is: [NH2:33][CH2:32][C:31]1[CH:41]=[CH:42][C:28]([C:26]([NH:25][CH2:24][C:23]2[CH:22]=[CH:21][C:20]([O:19][CH2:18][CH2:17][C:16]([N:12]3[CH2:13][C@@H:14]([OH:15])[C@H:10]([OH:9])[CH2:11]3)=[O:45])=[CH:44][CH:43]=2)=[O:27])=[CH:29][CH:30]=1. Given the reactants Cl.[Si]([O:9][C@H:10]1[C@H:14]([OH:15])[CH2:13][N:12]([C:16](=[O:45])[CH2:17][CH2:18][O:19][C:20]2[CH:44]=[CH:43][C:23]([CH2:24][NH:25][C:26]([C:28]3[CH:42]=[CH:41][C:31]([CH2:32][NH:33]C(=O)OC(C)(C)C)=[CH:30][CH:29]=3)=[O:27])=[CH:22][CH:21]=2)[CH2:11]1)(C(C)(C)C)(C)C, predict the reaction product.